From a dataset of Full USPTO retrosynthesis dataset with 1.9M reactions from patents (1976-2016). Predict the reactants needed to synthesize the given product. Given the product [CH3:1][C:2]([C:6]1[C@@:7]2([CH3:27])[CH2:8][CH2:9][C@@H:10]3[C@@:17]4([CH3:26])[CH2:18][CH2:19][C@H:20]([O:22][C:23]([CH3:25])=[O:24])[CH2:21][C:16]4=[CH:15][CH2:14][C@H:11]3[C@@H:12]2[CH2:13][CH:5]=1)=[O:42], predict the reactants needed to synthesize it. The reactants are: [CH3:1][CH:2]1[CH:6]2[C:7]3([CH3:27])[CH:12]([CH2:13][CH:5]2OC1CCC(CNC(C)=O)C)[CH:11]1[CH2:14][CH:15]=[C:16]2[CH2:21][CH:20]([O:22][C:23]([CH3:25])=[O:24])[CH2:19][CH2:18][C:17]2([CH3:26])[CH:10]1[CH2:9][CH2:8]3.S(=O)(O)[O-].[Na+].[OH2:42].